Dataset: Experimentally validated miRNA-target interactions with 360,000+ pairs, plus equal number of negative samples. Task: Binary Classification. Given a miRNA mature sequence and a target amino acid sequence, predict their likelihood of interaction. (1) The miRNA is hsa-miR-4291 with sequence UUCAGCAGGAACAGCU. The protein sequence of the target gene is MGPKRRQLTFREKSRIIQEVEENPDLRKGEIARRFNIPPSTLSTILKNKRAILASERKYGVASTCRKTNKLSPYDKLEGLLIAWFQQIRAAGLPVKGIILKEKALRIAEELGMDDFTASNGWLDRFRRRHGVVACSGVTRSRARSSAPRAPAAPAGPATVPSEGSGGSTPGWHTREEQPPSVAEGYASQDVFSATETSLWYDFLSDQASGLWGGDGPARQATQRLSVLLCANADGSEKLPPLVAGKSAKPRAGQGGLPCDYTANSKGGVTTQALAKYLKALDTRMAAESRRVLLLAGRLA.... Result: 0 (no interaction). (2) Result: 1 (interaction). The protein sequence of the target gene is MTTANCGAHDELDFKLVFGEDGAPAPPPPGSRPADLEPDDCASIYIFNVDPPPSTLTTPLCLPHHGLPSHSSVLSPSFQLQSHKNYEGTCEIPESKYSPLGGPKPFECPSIQITSISPNCHQELDAHEDDLQINDPEREFLERPSRDHLYLPLEPSYRESSLSPSPASSISSRSWFSDASSCESLSHIYDDVDSELNEAAARFTLGSPLTSPGGSPGGCPGEETWHQQYGLGHSLSPRQSPCHSPRSSVTDENWLSPRPASGPSSRPTSPCGKRRHSSAEVCYAGSLSPHHSPVPSPGHS.... The miRNA is hsa-miR-519a-5p with sequence CUCUAGAGGGAAGCGCUUUCUG. (3) The miRNA is hsa-miR-548aa with sequence AAAAACCACAAUUACUUUUGCACCA. The protein sequence of the target gene is MSEEQFGGDGAAAAATAAVGGSAGEQEGAMVAATQGAAAAAGSGAGTGGGTASGGTEGGSAESEGAKIDASKNEEDEGHSNSSPRHSEAATAQREEWKMFIGGLSWDTTKKDLKDYFSKFGEVVDCTLKLDPITGRSRGFGFVLFKESESVDKVMDQKEHKLNGKVIDPKRAKAMKTKEPVKKIFVGGLSPDTPEEKIREYFGGFGEVESIELPMDNKTNKRRGFCFITFKEEEPVKKIMEKKYHNVGLSKCEIKVAMSKEQYQQQQQWGSRGGFAGRARGRGGGPSQNWNQGYSNYWNQ.... Result: 1 (interaction). (4) The miRNA is mmu-miR-302b-3p with sequence UAAGUGCUUCCAUGUUUUAGUAG. The protein sequence of the target gene is MGELPGSEGMWENCPLGWVKKKASGTLAPLDFLLQRKRLWLWASEPVRPQPQGIHRFREARRQFCRMRGSRLTGGRKGFGSSGLRFGRGGFSEEVMPQPVLKAMRCAEGAWWFSPDGPAGSAASIWPAEGAEGLPGQLGRDRLEVVYSVPDNVPGQNGSRRPLVCKITGKCLSVCSEENAKAGGCSAFPLLLSQLGARMTGREHAHKGPELTTPDSGLPRPPNPALAGFRALAQHSPPLGTSTPSAVLLSAAT. Result: 0 (no interaction). (5) The miRNA is hsa-miR-548bb-5p with sequence AAAAGUAACUAUGGUUUUUGCC. The protein sequence of the target gene is MSSKTASTNSIAQARRTVQQLRLEASIERIKVSKASADLMSYCEEHARSDPLLMGIPTSENPFKDKKTCIIL. Result: 0 (no interaction). (6) The protein sequence of the target gene is MDDSEVESTASILASVKEQEAQFEKLTRALEEERRHVSAQLERVRVSPQDANPLMANGTLTRRHQNGRFVGDADLERQKFSDLKLNGPQDHSHLLYSTIPRMQEPGQIVETYTEEDPEGAMSVVSVETSDDGTTRRTETTVKKVVKTVTTRTVQPVAMGPDGLPVDASSVSNNYIQTLGRDFRKNGNGGPGPYVGQAGTATLPRNFHYPPDGYSRHYEDGYPGGSDNYGSLSRVTRIEERYRPSMEGYRAPSRQDVYGPQPQVRVGGSSVDLHRFHPEPYGLEDDQRSMGYDDLDYGMMS.... Result: 1 (interaction). The miRNA is hsa-miR-1229-3p with sequence CUCUCACCACUGCCCUCCCACAG. (7) The miRNA is mmu-miR-743a-3p with sequence GAAAGACACCAAGCUGAGUAGA. The protein sequence of the target gene is MISPVLILFSSFLCHVAIAGRTCPKPDDLPFSTVVPLKTFYEPGEEITYSCKPGYVSRGGMRKFICPLTGLWPINTLKCTPRVCPFAGILENGAVRYTTFEYPNTISFSCNTGFYLNGADSAKCTEEGKWSPELPVCAPIICPPPSIPTFATLRVYKPSAGNNSLYRDTAVFECLPQHAMFGNDTITCTTHGNWTKLPECREVKCPFPSRPDNGFVNYPAKPTLYYKDKATFGCHDGYSLDGPEEIECTKLGNWSAMPSCKASCKVPVKKATVVYQGERVKIQEKFKNGMLHGDKVSFFC.... Result: 0 (no interaction).